This data is from Catalyst prediction with 721,799 reactions and 888 catalyst types from USPTO. The task is: Predict which catalyst facilitates the given reaction. (1) Reactant: [CH2:1]([O:8][CH:9]1[CH2:14][CH2:13][CH:12]([OH:15])[CH2:11][CH2:10]1)[C:2]1[CH:7]=[CH:6][CH:5]=[CH:4][CH:3]=1.CCN(CC)CC.[CH3:23][S:24](Cl)(=[O:26])=[O:25]. Product: [CH3:23][S:24]([O:15][CH:12]1[CH2:13][CH2:14][CH:9]([O:8][CH2:1][C:2]2[CH:7]=[CH:6][CH:5]=[CH:4][CH:3]=2)[CH2:10][CH2:11]1)(=[O:26])=[O:25]. The catalyst class is: 2. (2) The catalyst class is: 1. Product: [CH:8]1([CH:6]([OH:7])[CH2:5][CH2:4][OH:3])[CH2:13][CH2:12][CH2:11][CH2:10][CH2:9]1. Reactant: C([O:3][C:4](=O)[CH2:5][C:6]([CH:8]1[CH2:13][CH2:12][CH2:11][CH2:10][CH2:9]1)=[O:7])C.[H-].[Al+3].[Li+].[H-].[H-].[H-]. (3) Reactant: [CH3:1][C:2]1[C:3]([CH2:9][N:10]([CH2:17][C:18]2[C:27]3[C:22](=[CH:23][CH:24]=[CH:25][CH:26]=3)[CH:21]=[CH:20][N:19]=2)[CH:11]2[CH2:16][CH2:15][NH:14][CH2:13][CH2:12]2)=[N:4][CH:5]=[C:6]([CH3:8])[CH:7]=1.[O:28]([C:35]([NH:37][OH:38])=O)C1C=CC=CC=1. Product: [OH:38][NH:37][C:35]([N:14]1[CH2:15][CH2:16][CH:11]([N:10]([CH2:9][C:3]2[C:2]([CH3:1])=[CH:7][C:6]([CH3:8])=[CH:5][N:4]=2)[CH2:17][C:18]2[C:27]3[C:22](=[CH:23][CH:24]=[CH:25][CH:26]=3)[CH:21]=[CH:20][N:19]=2)[CH2:12][CH2:13]1)=[O:28]. The catalyst class is: 1. (4) Reactant: [N:1]([CH2:8][CH2:9]CC#N)=[N:2][CH2:3][CH2:4]CC#N. Product: [CH3:8][C:8]([N:1]=[N:2][C:3]([C:4]#[N:2])([CH3:4])[CH3:3])([C:9]#[N:1])[CH3:9]. The catalyst class is: 8. (5) Reactant: Cl[C:2]1[CH:11]=[C:10]2[C:5]([C:6](=[O:16])[C:7]([C:13]([OH:15])=[O:14])=[CH:8][N:9]2[CH3:12])=[CH:4][CH:3]=1.[NH2:17][CH2:18][CH2:19][CH2:20][CH2:21]N.C(Cl)Cl.C[N:27]1CCCC1=O. Product: [NH2:27][CH:19]([CH2:20][CH3:21])[CH2:18][NH:17][C:2]1[CH:11]=[C:10]2[C:5]([C:6](=[O:16])[C:7]([C:13]([OH:15])=[O:14])=[CH:8][N:9]2[CH3:12])=[CH:4][CH:3]=1. The catalyst class is: 5. (6) Reactant: [CH3:1][O:2][C:3]([CH:5]1[CH2:9][CH:8]([CH2:10]O)[CH2:7][N:6]1[C:12]([O:14][C:15]([CH3:18])([CH3:17])[CH3:16])=[O:13])=[O:4].[CH3:19][S:20](Cl)(=[O:22])=[O:21].C([O-])(O)=O.[Na+]. Product: [CH3:1][O:2][C:3]([CH:5]1[CH2:9][CH:8]([CH2:10][S:20]([CH3:19])(=[O:22])=[O:21])[CH2:7][N:6]1[C:12]([O:14][C:15]([CH3:18])([CH3:17])[CH3:16])=[O:13])=[O:4]. The catalyst class is: 2. (7) Reactant: Br[C:2]1[CH:3]=[C:4]2[C:9](=[N:10][CH:11]=1)[N:8]([CH:12]1[CH2:14][CH2:13]1)[CH:7]=[C:6]([C:15]([O:17][CH2:18][CH3:19])=[O:16])[C:5]2=[O:20].[CH2:21]([NH:23][C:24](=[O:44])[NH:25][C:26]1[N:31]=[CH:30][C:29](B(O)O)=[C:28]([C:35]2[S:36][CH:37]=[C:38]([C:40]([F:43])([F:42])[F:41])[N:39]=2)[CH:27]=1)[CH3:22].C(=O)([O-])[O-].[Na+].[Na+]. Product: [CH:12]1([N:8]2[C:9]3[C:4](=[CH:3][C:2]([C:29]4[CH:30]=[N:31][C:26]([NH:25][C:24](=[O:44])[NH:23][CH2:21][CH3:22])=[CH:27][C:28]=4[C:35]4[S:36][CH:37]=[C:38]([C:40]([F:43])([F:41])[F:42])[N:39]=4)=[CH:11][N:10]=3)[C:5](=[O:20])[C:6]([C:15]([O:17][CH2:18][CH3:19])=[O:16])=[CH:7]2)[CH2:14][CH2:13]1. The catalyst class is: 9. (8) The catalyst class is: 17. Product: [CH3:22][O:21][C:19](=[O:20])[CH2:23][CH2:24][C:25]([NH:1][C:2]1[CH:3]=[CH:4][C:5]([C:6]([NH:8][NH:9][C:10]([O:12][C:13]([CH3:15])([CH3:14])[CH3:16])=[O:11])=[O:7])=[CH:17][CH:18]=1)=[O:26]. Reactant: [NH2:1][C:2]1[CH:18]=[CH:17][C:5]([C:6]([NH:8][NH:9][C:10]([O:12][C:13]([CH3:16])([CH3:15])[CH3:14])=[O:11])=[O:7])=[CH:4][CH:3]=1.[C:19]([CH2:23][CH2:24][C:25](Cl)=[O:26])([O:21][CH3:22])=[O:20].